This data is from Reaction yield outcomes from USPTO patents with 853,638 reactions. The task is: Predict the reaction yield, written as a fraction of the theoretical maximum amount of product (1.0 means a 100% yield; for example, 0.34 means a 34% yield). (1) The reactants are [CH2:1]([C:8]1[O:12][N:11]=[C:10]([C:13]2[CH:44]=[CH:43][C:16]([CH2:17][NH:18][C:19](=[O:42])[C@@H:20]([NH:24]C(=O)OCC3C4C=CC=CC=4C4C3=CC=CC=4)[CH2:21][CH2:22][OH:23])=[CH:15][CH:14]=2)[N:9]=1)[CH2:2][CH2:3][CH2:4][CH2:5][CH2:6][CH3:7].N1(C2CCCCCCCCCC2)CCCN=CCCCCC1.N. The catalyst is O1CCCC1.ClCCl.CO.ClCCl. The product is [NH2:24][C@@H:20]([CH2:21][CH2:22][OH:23])[C:19]([NH:18][CH2:17][C:16]1[CH:43]=[CH:44][C:13]([C:10]2[N:9]=[C:8]([CH2:1][CH2:2][CH2:3][CH2:4][CH2:5][CH2:6][CH3:7])[O:12][N:11]=2)=[CH:14][CH:15]=1)=[O:42]. The yield is 0.970. (2) The reactants are [F:1][C:2]1[C:3]([NH:16][C:17]2[CH:22]=[CH:21][C:20]([I:23])=[CH:19][C:18]=2[F:24])=[C:4]([C:9]([N:11]2[CH2:14][CH:13]([NH2:15])[CH2:12]2)=[O:10])[CH:5]=[CH:6][C:7]=1[F:8].C1CN([P+](ON2N=NC3C=CC=CC2=3)(N2CCCC2)N2CCCC2)CC1.F[P-](F)(F)(F)(F)F.C(N(CC)C(C)C)(C)C.[Br:67][CH2:68][C:69](O)=[O:70]. The catalyst is CN(C)C=O. The product is [Br:67][CH2:68][C:69]([NH:15][CH:13]1[CH2:14][N:11]([C:9]([C:4]2[CH:5]=[CH:6][C:7]([F:8])=[C:2]([F:1])[C:3]=2[NH:16][C:17]2[CH:22]=[CH:21][C:20]([I:23])=[CH:19][C:18]=2[F:24])=[O:10])[CH2:12]1)=[O:70]. The yield is 0.820. (3) The reactants are [N:1]1[CH:6]=[CH:5][CH:4]=[C:3]([NH:7][C:8](=[O:15])OCC(Cl)(Cl)Cl)[N:2]=1.[F:16][C:17]1[CH:22]=[C:21]([F:23])[CH:20]=[CH:19][C:18]=1[C:24]1[N:25]=[C:26]([N:29]2[CH2:34][CH2:33][NH:32][CH2:31][CH2:30]2)[S:27][CH:28]=1.C(N(C(C)C)CC)(C)C.O. The catalyst is CS(C)=O. The product is [F:16][C:17]1[CH:22]=[C:21]([F:23])[CH:20]=[CH:19][C:18]=1[C:24]1[N:25]=[C:26]([N:29]2[CH2:30][CH2:31][N:32]([C:8]([NH:7][C:3]3[N:2]=[N:1][CH:6]=[CH:5][CH:4]=3)=[O:15])[CH2:33][CH2:34]2)[S:27][CH:28]=1. The yield is 0.474. (4) The reactants are [Br:1][C:2]1[CH:10]=[CH:9][C:5]([C:6](Cl)=[O:7])=[CH:4][CH:3]=1.Br[C:12]1[CH:18]=[CH:17][CH:16]=[CH:15][C:13]=1[NH2:14].C([O-])([O-])=O.[Cs+].[Cs+].N1C2C(=CC=C3C=2N=CC=C3)C=CC=1. The catalyst is O1CCOCC1.[Cu]I. The product is [Br:1][C:2]1[CH:10]=[CH:9][C:5]([C:6]2[O:7][C:12]3[CH:18]=[CH:17][CH:16]=[CH:15][C:13]=3[N:14]=2)=[CH:4][CH:3]=1. The yield is 0.870. (5) The reactants are [Cl:1][C:2]1[C:33]([F:34])=[CH:32][CH:31]=[CH:30][C:3]=1[CH2:4][NH:5][C:6](=[O:29])[N:7]([C@H:9]([CH2:14][O:15][C:16](=[O:28])[NH:17][C:18]1[N:19]=[CH:20][C:21]2[C:26]([CH:27]=1)=[CH:25][CH:24]=[CH:23][CH:22]=2)[CH2:10][C:11]([OH:13])=O)[CH3:8].CCN(C(C)C)C(C)C.CN(C(ON1N=NC2C=CC=CC1=2)=[N+](C)C)C.F[P-](F)(F)(F)(F)F.[NH2:68][CH2:69][C:70]1[CH:75]=[N:74][CH:73]=[CH:72][N:71]=1. The catalyst is CCOC(C)=O.CN(C=O)C. The product is [CH:20]1[C:21]2[C:26](=[CH:25][CH:24]=[CH:23][CH:22]=2)[CH:27]=[C:18]([NH:17][C:16](=[O:28])[O:15][CH2:14][C@@H:9]([N:7]([CH3:8])[C:6]([NH:5][CH2:4][C:3]2[CH:30]=[CH:31][CH:32]=[C:33]([F:34])[C:2]=2[Cl:1])=[O:29])[CH2:10][C:11](=[O:13])[NH:68][CH2:69][C:70]2[CH:75]=[N:74][CH:73]=[CH:72][N:71]=2)[N:19]=1. The yield is 0.762. (6) The reactants are [CH2:1]([N:8]1[C@@H:13]([CH2:14][O:15][Si:16]([C:19]([CH3:22])([CH3:21])[CH3:20])([CH3:18])[CH3:17])[CH2:12][NH:11][CH2:10][C:9]1=[O:23])[C:2]1[CH:7]=[CH:6][CH:5]=[CH:4][CH:3]=1.CC(O)=O.[CH:28](=O)[C:29]1[CH:34]=[CH:33][CH:32]=[CH:31][CH:30]=1.[BH-](OC(C)=O)(OC(C)=O)OC(C)=O.[Na+]. The catalyst is C(Cl)Cl. The product is [CH2:1]([N:8]1[C@@H:13]([CH2:14][O:15][Si:16]([C:19]([CH3:20])([CH3:22])[CH3:21])([CH3:18])[CH3:17])[CH2:12][N:11]([CH2:28][C:29]2[CH:34]=[CH:33][CH:32]=[CH:31][CH:30]=2)[CH2:10][C:9]1=[O:23])[C:2]1[CH:7]=[CH:6][CH:5]=[CH:4][CH:3]=1. The yield is 0.970. (7) The reactants are [NH2:1][C@H:2]1[C@H](C)[CH2:5][N:4]([C:8](OC(C)(C)C)=O)[CH2:3]1.[CH2:15]=O.[BH-](O[C:27]([CH3:29])=O)(OC(C)=O)OC(C)=O.[Na+].[OH-].[Na+]. The catalyst is C1COCC1.Cl.O1CCOCC1. The product is [CH3:5][N:4]([CH3:8])[C@H:3]1[C@H:27]([CH3:29])[CH2:15][NH:1][CH2:2]1. The yield is 1.00. (8) The reactants are [CH3:1][C@@H:2]([NH:23]C(=O)OC(C)(C)C)[C:3]([NH:5][C:6]1[CH:7]=[N:8][C:9]([O:12][C:13]2[CH:18]=[CH:17][CH:16]=[C:15]([O:19][CH:20]([CH3:22])[CH3:21])[CH:14]=2)=[CH:10][CH:11]=1)=[O:4].C(O)(C(F)(F)F)=O. The catalyst is ClCCl. The product is [CH3:22][CH:20]([O:19][C:15]1[CH:14]=[C:13]([O:12][C:9]2[N:8]=[CH:7][C:6]([NH:5][C:3](=[O:4])[C@@H:2]([CH3:1])[NH2:23])=[CH:11][CH:10]=2)[CH:18]=[CH:17][CH:16]=1)[CH3:21]. The yield is 0.850. (9) The reactants are [Si:1]([O:8][C@@H:9]1[C@@:26]2([CH3:27])[C:13](=[CH:14][CH:15]=[C:16]3[C@@H:25]2[CH2:24][CH2:23][C@@:21]2([CH3:22])[C@H:17]3[CH2:18][CH:19]=[C:20]2[CH2:28][OH:29])[CH2:12][C@@H:11]([O:30][Si:31]([C:34]([CH3:37])([CH3:36])[CH3:35])([CH3:33])[CH3:32])[CH2:10]1)([C:4]([CH3:7])([CH3:6])[CH3:5])([CH3:3])[CH3:2].[H-].[Na+].C1OCCOCCOCCOCCOC1.Br[CH2:56][C:57]([O:59][C:60]([CH3:63])([CH3:62])[CH3:61])=[O:58]. The catalyst is O1CCCC1.C(OCC)(=O)C. The product is [Si:1]([O:8][C@@H:9]1[C@@:26]2([CH3:27])[C:13](=[CH:14][CH:15]=[C:16]3[C@@H:25]2[CH2:24][CH2:23][C@@:21]2([CH3:22])[C@H:17]3[CH2:18][CH:19]=[C:20]2[CH2:28][O:29][CH2:56][C:57]([O:59][C:60]([CH3:63])([CH3:62])[CH3:61])=[O:58])[CH2:12][C@@H:11]([O:30][Si:31]([C:34]([CH3:37])([CH3:36])[CH3:35])([CH3:32])[CH3:33])[CH2:10]1)([C:4]([CH3:7])([CH3:6])[CH3:5])([CH3:3])[CH3:2]. The yield is 0.780.